From a dataset of Forward reaction prediction with 1.9M reactions from USPTO patents (1976-2016). Predict the product of the given reaction. (1) Given the reactants [F:1][C:2]1[CH:3]=[C:4]([C:12]2[C:13]3[CH2:20][CH2:19][CH:18]([CH2:21][C:22]([NH:24][CH3:25])=[O:23])[C:14]=3[CH:15]=[N:16][CH:17]=2)[CH:5]=[CH:6][C:7]=1[C:8]([F:11])([F:10])[F:9].N1C[CH2:30][O:29][CH2:28][CH2:27]1, predict the reaction product. The product is: [F:1][C:2]1[CH:3]=[C:4]([C:12]2[C:13]3[CH2:20][CH2:19][CH:18]([CH2:21][C:22]([N:24]4[CH2:27][CH2:28][O:29][CH2:30][CH2:25]4)=[O:23])[C:14]=3[CH:15]=[N:16][CH:17]=2)[CH:5]=[CH:6][C:7]=1[C:8]([F:11])([F:9])[F:10]. (2) Given the reactants [Br:1][C:2]1[CH:3]=[C:4]([CH:7]=[CH:8][C:9]=1[CH:10]1[C:15]2[C:16](=[O:19])[CH2:17][CH2:18][C:14]=2[N:13]([C:20]2[CH:25]=[CH:24][N:23]=[C:22]([C:26]([F:29])([F:28])[F:27])[CH:21]=2)[C:12](=[O:30])[NH:11]1)[C:5]#[N:6].[C:31](=O)([O-])[O-].[Cs+].[Cs+].CI.COC(C)(C)C.FC(F)(F)C(O)=O, predict the reaction product. The product is: [Br:1][C:2]1[CH:3]=[C:4]([CH:7]=[CH:8][C:9]=1[CH:10]1[C:15]2[C:16](=[O:19])[CH2:17][CH2:18][C:14]=2[N:13]([C:20]2[CH:25]=[CH:24][N:23]=[C:22]([C:26]([F:28])([F:27])[F:29])[CH:21]=2)[C:12](=[O:30])[N:11]1[CH3:31])[C:5]#[N:6]. (3) Given the reactants Br[C:2]([F:17])([F:16])[O:3][C:4]1[CH:13]=[CH:12][C:7]([C:8]([O:10][CH3:11])=[O:9])=[CH:6][C:5]=1[O:14][CH3:15].[Sb](F)(F)[F:19], predict the reaction product. The product is: [CH3:15][O:14][C:5]1[CH:6]=[C:7]([CH:12]=[CH:13][C:4]=1[O:3][C:2]([F:17])([F:19])[F:16])[C:8]([O:10][CH3:11])=[O:9]. (4) Given the reactants [O:1]=[C:2]1[C:11]2[C:6](=[CH:7][C:8](OS(C(F)(F)F)(=O)=O)=[CH:9][CH:10]=2)[O:5][C:4]([C:20]([O:22][CH2:23][CH3:24])=[O:21])=[CH:3]1.[Cl:25][C:26]1[CH:31]=[CH:30][CH:29]=[C:28]([Cl:32])[C:27]=1[C:33]1[C:37]([CH2:38][O:39][C:40]2[CH:45]=[CH:44][C:43](B3OC(C)(C)C(C)(C)O3)=[CH:42][CH:41]=2)=[C:36]([CH:55]([CH3:57])[CH3:56])[O:35][N:34]=1.P([O-])([O-])([O-])=O.[K+].[K+].[K+].C(OCC)(=O)C, predict the reaction product. The product is: [Cl:32][C:28]1[CH:29]=[CH:30][CH:31]=[C:26]([Cl:25])[C:27]=1[C:33]1[C:37]([CH2:38][O:39][C:40]2[CH:41]=[CH:42][C:43]([C:8]3[CH:7]=[C:6]4[C:11]([C:2](=[O:1])[CH:3]=[C:4]([C:20]([O:22][CH2:23][CH3:24])=[O:21])[O:5]4)=[CH:10][CH:9]=3)=[CH:44][CH:45]=2)=[C:36]([CH:55]([CH3:57])[CH3:56])[O:35][N:34]=1. (5) The product is: [Cl:1][C:2]1[CH:3]=[C:4]([CH:9]2[O:11][CH:10]2[C:12]([OH:14])=[O:13])[CH:5]=[CH:6][C:7]=1[Cl:8]. Given the reactants [Cl:1][C:2]1[CH:3]=[C:4]([CH:9]2[O:11][CH:10]2[C:12]([O:14]C)=[O:13])[CH:5]=[CH:6][C:7]=1[Cl:8].[OH-].[Na+], predict the reaction product. (6) Given the reactants Cl.[NH:2]1[CH2:6][CH2:5][C@@H:4]([NH:7][C:8]([C:10]2[C:14]3[N:15]=[CH:16][N:17]=[C:18]([C:19]4[CH:24]=[C:23]([O:25][CH3:26])[C:22]([F:27])=[CH:21][C:20]=4[O:28][CH2:29][CH:30]4[CH2:32][CH2:31]4)[C:13]=3[NH:12][CH:11]=2)=[O:9])[CH2:3]1.[CH3:33][O:34][CH2:35][C:36](Cl)=[O:37], predict the reaction product. The product is: [CH3:33][O:34][CH2:35][C:36]([N:2]1[CH2:6][CH2:5][C@@H:4]([NH:7][C:8]([C:10]2[C:14]3[N:15]=[CH:16][N:17]=[C:18]([C:19]4[CH:24]=[C:23]([O:25][CH3:26])[C:22]([F:27])=[CH:21][C:20]=4[O:28][CH2:29][CH:30]4[CH2:31][CH2:32]4)[C:13]=3[NH:12][CH:11]=2)=[O:9])[CH2:3]1)=[O:37].